Dataset: Forward reaction prediction with 1.9M reactions from USPTO patents (1976-2016). Task: Predict the product of the given reaction. (1) Given the reactants P(Cl)(Cl)(O[P:4]([O-:14])([O:6][C:7]1[CH:12]=[CH:11][C:10]([Cl:13])=[CH:9][CH:8]=1)=O)=O.[ClH:17].[CH2:18]([O:20][C:21](=[O:25])[C@H:22]([CH3:24])[NH2:23])[CH3:19].CCN(CC)CC, predict the reaction product. The product is: [Cl:17][P:4]([NH:23][C@H:22]([C:21]([O:20][CH2:18][CH3:19])=[O:25])[CH3:24])([O:6][C:7]1[CH:8]=[CH:9][C:10]([Cl:13])=[CH:11][CH:12]=1)=[O:14]. (2) Given the reactants [CH3:1][C@H:2]1[CH2:7][C@@H:6]([OH:8])[C@H:5]([CH:9]([CH3:11])[CH3:10])[CH2:4][CH2:3]1.[C:12](Cl)(=[O:16])[C:13]([CH3:15])=[CH2:14].C(N(CC)CC)C, predict the reaction product. The product is: [CH3:15][C:13](=[CH2:14])[C:12]([O:8][C@@H:6]1[CH2:7][C@H:2]([CH3:1])[CH2:3][CH2:4][C@H:5]1[CH:9]([CH3:11])[CH3:10])=[O:16]. (3) Given the reactants [Br:1][C:2]1[C:3]([C@H:8]([NH:18][S@@](C(C)(C)C)=O)[CH2:9][C:10]2[CH:15]=[C:14]([F:16])[CH:13]=[C:12]([F:17])[CH:11]=2)=[N:4][CH:5]=[N:6][CH:7]=1.[ClH:25].C(OCC)C, predict the reaction product. The product is: [ClH:25].[Br:1][C:2]1[C:3]([C@H:8]([NH2:18])[CH2:9][C:10]2[CH:15]=[C:14]([F:16])[CH:13]=[C:12]([F:17])[CH:11]=2)=[N:4][CH:5]=[N:6][CH:7]=1. (4) Given the reactants [F:1][C:2]([F:21])([F:20])[C:3]1[CH:19]=[CH:18][CH:17]=[CH:16][C:4]=1[CH2:5][C:6]1[CH:7]=[C:8]([CH:13]=[CH:14][N:15]=1)[C:9]([O:11][CH3:12])=[O:10], predict the reaction product. The product is: [F:20][C:2]([F:1])([F:21])[C:3]1[CH:19]=[CH:18][CH:17]=[CH:16][C:4]=1[CH2:5][CH:6]1[CH2:7][CH:8]([C:9]([O:11][CH3:12])=[O:10])[CH2:13][CH2:14][NH:15]1. (5) Given the reactants [N+:1]([C:4]1[CH:9]=[CH:8][CH:7]=[CH:6][C:5]=1[NH:10][CH:11]1[CH2:16][CH2:15][O:14][CH2:13][CH2:12]1)([O-])=O, predict the reaction product. The product is: [O:14]1[CH2:13][CH2:12][CH:11]([NH:10][C:5]2[C:4]([NH2:1])=[CH:9][CH:8]=[CH:7][CH:6]=2)[CH2:16][CH2:15]1. (6) Given the reactants [I:1][C:2]1[CH:3]=[C:4]([C:8](=O)[CH2:9][CH2:10][CH2:11][CH2:12][N:13]2[CH2:18][CH2:17][CH:16]([C:19]3[CH:20]=[C:21]([NH:25][C:26](=[O:30])[CH:27]([CH3:29])[CH3:28])[CH:22]=[CH:23][CH:24]=3)[CH2:15][CH2:14]2)[CH:5]=[CH:6][CH:7]=1.Cl.[CH3:33][C:34]1[CH:39]=[CH:38][C:37]([NH:40]N)=[CH:36][CH:35]=1, predict the reaction product. The product is: [I:1][C:2]1[CH:3]=[C:4]([C:8]2[NH:40][C:37]3[C:38]([C:9]=2[CH2:10][CH2:11][CH2:12][N:13]2[CH2:18][CH2:17][CH:16]([C:19]4[CH:20]=[C:21]([NH:25][C:26](=[O:30])[CH:27]([CH3:29])[CH3:28])[CH:22]=[CH:23][CH:24]=4)[CH2:15][CH2:14]2)=[CH:39][C:34]([CH3:33])=[CH:35][CH:36]=3)[CH:5]=[CH:6][CH:7]=1. (7) Given the reactants [CH:1]1([NH:7][C:8]2[CH:13]=[CH:12][CH:11]=[CH:10][C:9]=2[N+:14]([O-])=O)[CH2:6][CH2:5][CH2:4][CH2:3][CH2:2]1.[H][H], predict the reaction product. The product is: [CH:1]1([NH:7][C:8]2[C:9]([NH2:14])=[CH:10][CH:11]=[CH:12][CH:13]=2)[CH2:6][CH2:5][CH2:4][CH2:3][CH2:2]1. (8) Given the reactants [C:1]([NH2:24])(=O)[CH2:2][CH2:3][CH2:4][CH2:5][CH2:6][CH2:7][CH2:8][CH2:9][CH2:10][CH2:11][CH2:12][CH2:13][CH2:14][CH2:15][CH2:16][CH2:17][CH2:18][CH2:19][CH2:20][CH2:21][CH3:22].[H-].[H-].[H-].[H-].[Li+].[Al+3].O, predict the reaction product. The product is: [CH2:1]([NH2:24])[CH2:2][CH2:3][CH2:4][CH2:5][CH2:6][CH2:7][CH2:8][CH2:9][CH2:10][CH2:11][CH2:12][CH2:13][CH2:14][CH2:15][CH2:16][CH2:17][CH2:18][CH2:19][CH2:20][CH2:21][CH3:22]. (9) Given the reactants [CH3:1][O:2][N:3]=[C:4]([C:9]([O:11]C)=[O:10])[C:5]([O:7]C)=[O:6].[OH-].[Na+].[N+]([O-])(O)=O.[N+]([O-])([O-])=O.[Ag+:23], predict the reaction product. The product is: [CH3:1][O:2][N:3]=[C:4]([C:9]([O-:11])=[O:10])[C:5]([O-:7])=[O:6].[Ag+2:23].